From a dataset of Full USPTO retrosynthesis dataset with 1.9M reactions from patents (1976-2016). Predict the reactants needed to synthesize the given product. (1) Given the product [CH2:11]([O:18][C:19]1[CH:20]=[CH:21][C:22]2[C:23]3[N:30]([CH2:31][CH:32]([CH3:34])[CH3:33])[C:1]([CH2:2][CH2:3][CH3:4])=[N:29][C:24]=3[CH:25]=[N:26][C:27]=2[CH:28]=1)[C:12]1[CH:13]=[CH:14][CH:15]=[CH:16][CH:17]=1, predict the reactants needed to synthesize it. The reactants are: [C:1](OC)(OC)(OC)[CH2:2][CH2:3][CH3:4].[CH2:11]([O:18][C:19]1[CH:28]=[C:27]2[C:22]([C:23]([NH:30][CH2:31][CH:32]([CH3:34])[CH3:33])=[C:24]([NH2:29])[CH:25]=[N:26]2)=[CH:21][CH:20]=1)[C:12]1[CH:17]=[CH:16][CH:15]=[CH:14][CH:13]=1.Cl.N1C=CC=CC=1. (2) The reactants are: C(N[C:6](=[O:14])[C:7]1[CH:12]=[CH:11][N:10]=[CH:9][C:8]=1C)(C)(C)C.[Li]CCCC.C1C[O:23][CH2:22]C1. Given the product [CH3:22][O:23][C:6](=[O:14])[C:7]1[CH:8]=[CH:9][N:10]=[CH:11][CH:12]=1, predict the reactants needed to synthesize it. (3) Given the product [F:15][CH:16]([F:22])[C:17]([OH:18])=[CH:2][C:1]([C:4]1[CH:14]=[CH:13][C:7]2[O:8][CH2:9][C:10](=[O:12])[NH:11][C:6]=2[CH:5]=1)=[O:3], predict the reactants needed to synthesize it. The reactants are: [C:1]([C:4]1[CH:14]=[CH:13][C:7]2[O:8][CH2:9][C:10](=[O:12])[NH:11][C:6]=2[CH:5]=1)(=[O:3])[CH3:2].[F:15][CH:16]([F:22])[C:17](OCC)=[O:18]. (4) Given the product [C:26]1([C:29]2[CH:34]=[CH:33][CH:32]=[CH:31][CH:30]=2)[CH:25]=[CH:24][C:23]([C:19]2[O:20][C:21]([CH3:22])=[C:17]([CH2:16][CH2:15][S:14][C:11]3[CH:12]=[CH:13][C:8]([O:7][C:5]([CH3:35])([CH3:6])[C:4]([OH:36])=[O:3])=[CH:9][CH:10]=3)[N:18]=2)=[CH:28][CH:27]=1, predict the reactants needed to synthesize it. The reactants are: C([O:3][C:4](=[O:36])[C:5]([CH3:35])([O:7][C:8]1[CH:13]=[CH:12][C:11]([S:14][CH2:15][CH2:16][C:17]2[N:18]=[C:19]([C:23]3[CH:28]=[CH:27][C:26]([C:29]4[CH:34]=[CH:33][CH:32]=[CH:31][CH:30]=4)=[CH:25][CH:24]=3)[O:20][C:21]=2[CH3:22])=[CH:10][CH:9]=1)[CH3:6])C.[OH-].[Na+].Cl. (5) Given the product [F:18][C:19]([F:30])([F:29])[C:20]1[CH:25]=[CH:24][C:23]([C:2]2[CH:7]=[CH:6][CH:5]=[CH:4][C:3]=2[C:8]2[CH:13]=[CH:12][C:11]([S:14]([CH3:17])(=[O:16])=[O:15])=[CH:10][CH:9]=2)=[CH:22][CH:21]=1, predict the reactants needed to synthesize it. The reactants are: Br[C:2]1[CH:7]=[CH:6][CH:5]=[CH:4][C:3]=1[C:8]1[CH:13]=[CH:12][C:11]([S:14]([CH3:17])(=[O:16])=[O:15])=[CH:10][CH:9]=1.[F:18][C:19]([F:30])([F:29])[C:20]1[CH:25]=[CH:24][C:23](B(O)O)=[CH:22][CH:21]=1. (6) Given the product [CH3:1][O:2][C:3](=[O:14])[C:4]1[CH:9]=[C:8]([N+:10]([O-:12])=[O:11])[C:7]([S:26][CH2:25][C:24]([O:23][CH3:22])=[O:27])=[N:6][CH:5]=1, predict the reactants needed to synthesize it. The reactants are: [CH3:1][O:2][C:3](=[O:14])[C:4]1[CH:9]=[C:8]([N+:10]([O-:12])=[O:11])[C:7](Cl)=[N:6][CH:5]=1.C(N(CC)CC)C.[CH3:22][O:23][C:24](=[O:27])[CH2:25][SH:26].